From a dataset of Forward reaction prediction with 1.9M reactions from USPTO patents (1976-2016). Predict the product of the given reaction. (1) Given the reactants Br[CH2:2][C@@H:3]([NH2:10])[CH2:4][C:5]1[NH:6][CH:7]=[N:8][CH:9]=1.C([O-])(=O)C.[Na+], predict the reaction product. The product is: [N:8]1[CH:9]=[C:5]([CH2:4][C@H:3]([NH2:10])[CH3:2])[NH:6][CH:7]=1. (2) Given the reactants [CH3:1][C:2]1[CH:7]=[CH:6][C:5]([C:8]2[O:9][C:10]([CH3:13])=[N:11][N:12]=2)=[CH:4][C:3]=1[C:14]1[CH:19]=[CH:18][C:17]([C:20](O)=[O:21])=[CH:16][CH:15]=1.[CH:23]1([NH:29][CH2:30][CH3:31])[CH2:28][CH2:27][CH2:26][CH2:25][CH2:24]1, predict the reaction product. The product is: [CH:23]1([N:29]([CH2:30][CH3:31])[C:20]([C:17]2[CH:16]=[CH:15][C:14]([C:3]3[CH:4]=[C:5]([C:8]4[O:9][C:10]([CH3:13])=[N:11][N:12]=4)[CH:6]=[CH:7][C:2]=3[CH3:1])=[CH:19][CH:18]=2)=[O:21])[CH2:28][CH2:27][CH2:26][CH2:25][CH2:24]1. (3) Given the reactants Br[C:2]1[CH:7]=[C:6]([F:8])[CH:5]=[CH:4][C:3]=1[O:9][CH2:10][C:11]1[CH:16]=[C:15]([CH3:17])[CH:14]=[CH:13][N:12]=1.CC1(C)C(C)(C)OB([C:26]2[CH:35]=[C:34]3[C:29]([CH2:30][CH2:31][N:32]([C:36]([O:38][C:39]([CH3:42])([CH3:41])[CH3:40])=[O:37])[CH2:33]3)=[CH:28][CH:27]=2)O1.C(=O)([O-])[O-].[Cs+].[Cs+].O, predict the reaction product. The product is: [F:8][C:6]1[CH:5]=[CH:4][C:3]([O:9][CH2:10][C:11]2[CH:16]=[C:15]([CH3:17])[CH:14]=[CH:13][N:12]=2)=[C:2]([C:26]2[CH:35]=[C:34]3[C:29]([CH2:30][CH2:31][N:32]([C:36]([O:38][C:39]([CH3:42])([CH3:41])[CH3:40])=[O:37])[CH2:33]3)=[CH:28][CH:27]=2)[CH:7]=1. (4) Given the reactants [C:1]([CH:4]1[O:8][C:7]2[C:9](=[O:19])[C:10]3[C:15]([C:16](=[O:17])[C:6]=2[CH2:5]1)=[C:14]([OH:18])[CH:13]=[CH:12][CH:11]=3)(=[O:3])[CH3:2], predict the reaction product. The product is: [C:1]([C:4]1[O:8][C:7]2[C:9](=[O:19])[C:10]3[C:15]([C:16](=[O:17])[C:6]=2[CH:5]=1)=[C:14]([OH:18])[CH:13]=[CH:12][CH:11]=3)(=[O:3])[CH3:2].[C:1]([CH:4]1[O:8][C:7]2[C:9](=[O:19])[C:10]3[C:15]([C:16](=[O:17])[C:6]=2[CH2:5]1)=[C:14]([OH:18])[CH:13]=[CH:12][CH:11]=3)(=[O:3])[CH3:2]. (5) Given the reactants [CH3:1][C:2]1[CH:11]=[CH:10][C:9]2[C:4](=[CH:5][CH:6]=[C:7]3[O:15][CH2:14][C@H:13]([CH2:16][OH:17])[O:12][C:8]3=2)[N:3]=1.[S:18](Cl)([C:21]1[CH:27]=[CH:26][C:24]([CH3:25])=[CH:23][CH:22]=1)(=[O:20])=[O:19].C(N(CC)CC)C.C(Cl)(Cl)Cl, predict the reaction product. The product is: [CH3:25][C:24]1[CH:26]=[CH:27][C:21]([S:18]([O:17][CH2:16][C@@H:13]2[O:12][C:8]3=[C:9]4[C:4](=[CH:5][CH:6]=[C:7]3[O:15][CH2:14]2)[N:3]=[C:2]([CH3:1])[CH:11]=[CH:10]4)(=[O:20])=[O:19])=[CH:22][CH:23]=1. (6) Given the reactants [CH2:1]([NH:8][C:9]([C@H:11]1[CH2:20][CH2:19][C:18]2[C:13](=[CH:14][CH:15]=[C:16]([I:21])[CH:17]=2)[O:12]1)=O)[C:2]1[CH:7]=[CH:6][CH:5]=[CH:4][CH:3]=1, predict the reaction product. The product is: [CH2:1]([NH:8][CH2:9][C@H:11]1[CH2:20][CH2:19][C:18]2[C:13](=[CH:14][CH:15]=[C:16]([I:21])[CH:17]=2)[O:12]1)[C:2]1[CH:3]=[CH:4][CH:5]=[CH:6][CH:7]=1. (7) Given the reactants [CH2:1]([C:8]1[CH:9]=[C:10]([CH:15]=[CH:16][N:17]=1)[C:11]([O:13][CH3:14])=[O:12])[C:2]1[CH:7]=[CH:6][CH:5]=[CH:4][CH:3]=1.C(O)(=O)C, predict the reaction product. The product is: [CH:2]1([CH2:1][CH:8]2[CH2:9][CH:10]([C:11]([O:13][CH3:14])=[O:12])[CH2:15][CH2:16][NH:17]2)[CH2:7][CH2:6][CH2:5][CH2:4][CH2:3]1. (8) The product is: [CH2:6]([O:5][C:3]([C:2]1[C:1](=[O:9])[N:17]([CH3:16])[C:22]2[C:21]([C:20]=1[OH:19])=[CH:26][C:25]([CH3:27])=[CH:24][CH:23]=2)=[O:4])[CH3:7]. Given the reactants [C:1]([O:9]CC)(=O)[CH2:2][C:3]([O:5][CH2:6][CH3:7])=[O:4].[H-].[Na+].[H][H].[CH3:16][N:17]1[C:22]2[CH:23]=[CH:24][C:25]([CH3:27])=[CH:26][C:21]=2[C:20](=O)[O:19]C1=O.Cl, predict the reaction product.